Dataset: Catalyst prediction with 721,799 reactions and 888 catalyst types from USPTO. Task: Predict which catalyst facilitates the given reaction. (1) The catalyst class is: 2. Reactant: [BH-](OC(C)=O)(OC(C)=O)OC(C)=O.[Na+].[C:15]([N:34]1[CH:38]=[C:37]([CH:39]=O)[N:36]=[CH:35]1)([C:28]1[CH:33]=[CH:32][CH:31]=[CH:30][CH:29]=1)([C:22]1[CH:27]=[CH:26][CH:25]=[CH:24][CH:23]=1)[C:16]1[CH:21]=[CH:20][CH:19]=[CH:18][CH:17]=1.[F:41][C:42]1[CH:49]=[CH:48][C:45]([CH2:46][NH2:47])=[CH:44][CH:43]=1. Product: [F:41][C:42]1[CH:49]=[CH:48][C:45]([CH2:46][NH:47][CH2:39][C:37]2[N:36]=[CH:35][N:34]([C:15]([C:28]3[CH:33]=[CH:32][CH:31]=[CH:30][CH:29]=3)([C:22]3[CH:27]=[CH:26][CH:25]=[CH:24][CH:23]=3)[C:16]3[CH:21]=[CH:20][CH:19]=[CH:18][CH:17]=3)[CH:38]=2)=[CH:44][CH:43]=1. (2) Reactant: Br[C:2]1[CH:22]=[C:21]([CH3:23])[C:5]([O:6][C:7]2[C:12]([CH3:13])=[C:11]([NH:14][CH:15]([CH2:18][CH3:19])[CH2:16][CH3:17])[CH:10]=[C:9]([CH3:20])[N:8]=2)=[C:4]([CH3:24])[CH:3]=1.C([Li])CCC.[CH3:30][C:31]([CH3:33])=[O:32]. Product: [CH2:16]([CH:15]([NH:14][C:11]1[CH:10]=[C:9]([CH3:20])[N:8]=[C:7]([O:6][C:5]2[C:21]([CH3:23])=[CH:22][C:2]([C:31]([OH:32])([CH3:33])[CH3:30])=[CH:3][C:4]=2[CH3:24])[C:12]=1[CH3:13])[CH2:18][CH3:19])[CH3:17]. The catalyst class is: 1.